This data is from Full USPTO retrosynthesis dataset with 1.9M reactions from patents (1976-2016). The task is: Predict the reactants needed to synthesize the given product. (1) The reactants are: C([Mg]Br)C.Br[C:6]1[N:10]([CH3:11])[CH:9]=[N:8][CH:7]=1.[Cl:12][C:13]1[C:22]([C:23]2[CH:28]=[CH:27][CH:26]=[CH:25][CH:24]=2)=[C:21]([Cl:29])[C:20]2[C:15](=[CH:16][CH:17]=[C:18]([C:30]([C:32]3[O:36][N:35]=[C:34]([CH3:37])[CH:33]=3)=[O:31])[CH:19]=2)[N:14]=1. Given the product [Cl:12][C:13]1[C:22]([C:23]2[CH:28]=[CH:27][CH:26]=[CH:25][CH:24]=2)=[C:21]([Cl:29])[C:20]2[C:15](=[CH:16][CH:17]=[C:18]([C:30]([C:6]3[N:10]([CH3:11])[CH:9]=[N:8][CH:7]=3)([C:32]3[O:36][N:35]=[C:34]([CH3:37])[CH:33]=3)[OH:31])[CH:19]=2)[N:14]=1, predict the reactants needed to synthesize it. (2) Given the product [NH2:1][C:2]1[C:7]([C:8]#[N:9])=[C:6]([C:10]2[CH:11]=[C:12]([CH:16]=[CH:17][CH:18]=2)[C:13]([O:15][CH3:23])=[O:14])[C:5]([C:19]#[N:20])=[C:4]([O:21][CH3:22])[N:3]=1, predict the reactants needed to synthesize it. The reactants are: [NH2:1][C:2]1[C:7]([C:8]#[N:9])=[C:6]([C:10]2[CH:11]=[C:12]([CH:16]=[CH:17][CH:18]=2)[C:13]([OH:15])=[O:14])[C:5]([C:19]#[N:20])=[C:4]([O:21][CH3:22])[N:3]=1.[C:23](C1C=C(C=CC=1)C=O)(O)=O.S(=O)(=O)(O)O. (3) The reactants are: [CH2:1]([NH2:8])[C:2]1[CH:7]=[CH:6][CH:5]=[CH:4][CH:3]=1.[OH-].[Na+].[C:11](Cl)(=[O:13])[CH3:12]. Given the product [C:2]1([CH2:1][NH:8][C:11](=[O:13])[CH3:12])[CH:7]=[CH:6][CH:5]=[CH:4][CH:3]=1, predict the reactants needed to synthesize it. (4) Given the product [F:33][C:30]([F:31])([F:32])[O:29][C:25]1[CH:24]=[C:23]([C:20]2[S:19][C:18]([S:15]([N:11]3[C:12]4[C:8](=[CH:7][C:6]([CH2:5][CH2:4][C:3]([OH:34])=[O:2])=[CH:14][CH:13]=4)[CH:9]=[CH:10]3)(=[O:17])=[O:16])=[CH:22][CH:21]=2)[CH:28]=[CH:27][CH:26]=1, predict the reactants needed to synthesize it. The reactants are: C[O:2][C:3](=[O:34])[CH2:4][CH2:5][C:6]1[CH:7]=[C:8]2[C:12](=[CH:13][CH:14]=1)[N:11]([S:15]([C:18]1[S:19][C:20]([C:23]3[CH:28]=[CH:27][CH:26]=[C:25]([O:29][C:30]([F:33])([F:32])[F:31])[CH:24]=3)=[CH:21][CH:22]=1)(=[O:17])=[O:16])[CH:10]=[CH:9]2.[OH-].[Li+].C(OCC)(=O)C.Cl. (5) Given the product [CH3:29][O:30][CH2:31][CH2:32][NH:33][S:10]([C:7]1[CH:8]=[CH:9][C:4]([O:3][CH2:1][CH3:2])=[C:5]([C:14]2[NH:19][C:18](=[O:20])[C:17]3=[C:21]([CH2:27][CH3:28])[N:22]=[C:23]([CH2:24][CH2:25][CH3:26])[N:16]3[N:15]=2)[CH:6]=1)(=[O:12])=[O:11], predict the reactants needed to synthesize it. The reactants are: [CH2:1]([O:3][C:4]1[CH:9]=[CH:8][C:7]([S:10](Cl)(=[O:12])=[O:11])=[CH:6][C:5]=1[C:14]1[NH:19][C:18](=[O:20])[C:17]2=[C:21]([CH2:27][CH3:28])[N:22]=[C:23]([CH2:24][CH2:25][CH3:26])[N:16]2[N:15]=1)[CH3:2].[CH3:29][O:30][CH2:31][CH2:32][NH2:33]. (6) Given the product [Cl:21][C:17]1[CH:16]=[C:15]2[C:14](=[C:19]([F:20])[CH:18]=1)[NH:13][C:4](=[O:6])[C:3]([C:1]#[N:2])=[C:22]2[C:24]1[CH:25]=[CH:26][CH:27]=[CH:28][CH:29]=1, predict the reactants needed to synthesize it. The reactants are: [C:1]([CH2:3][C:4]([OH:6])=O)#[N:2].C(Cl)(=O)C(Cl)=O.[NH2:13][C:14]1[C:19]([F:20])=[CH:18][C:17]([Cl:21])=[CH:16][C:15]=1[C:22]([C:24]1[CH:29]=[CH:28][CH:27]=[CH:26][CH:25]=1)=O.C(N(CC)CC)C.